Task: Predict the product of the given reaction.. Dataset: Forward reaction prediction with 1.9M reactions from USPTO patents (1976-2016) (1) Given the reactants P(Cl)(Cl)(Cl)=O.[Cl:6][C:7]1[C:8]([N:13]2[CH2:18][CH2:17][C:16](O)([C:19]#[N:20])[CH2:15][CH2:14]2)=[N:9][CH:10]=[CH:11][CH:12]=1, predict the reaction product. The product is: [Cl:6][C:7]1[C:8]([N:13]2[CH2:14][CH:15]=[C:16]([C:19]#[N:20])[CH2:17][CH2:18]2)=[N:9][CH:10]=[CH:11][CH:12]=1. (2) Given the reactants Cl[C:2]1[C:14]2[C:13]3[C:8](=[CH:9][CH:10]=[CH:11][CH:12]=3)[NH:7][C:6]=2[N:5]=[C:4]([NH:15][C:16](=[O:21])[C:17]([CH3:20])([CH3:19])[CH3:18])[N:3]=1.CO[C:24]1[CH:30]=[CH:29][C:27]([NH2:28])=[CH:26][CH:25]=1.C(Cl)(Cl)Cl.[CH3:35][OH:36], predict the reaction product. The product is: [CH3:35][O:36][C:25]1[CH:26]=[C:27]([NH:28][C:2]2[C:14]3[C:13]4[C:8](=[CH:9][CH:10]=[CH:11][CH:12]=4)[NH:7][C:6]=3[N:5]=[C:4]([NH:15][C:16](=[O:21])[C:17]([CH3:20])([CH3:19])[CH3:18])[N:3]=2)[CH:29]=[CH:30][CH:24]=1.